Dataset: NCI-60 drug combinations with 297,098 pairs across 59 cell lines. Task: Regression. Given two drug SMILES strings and cell line genomic features, predict the synergy score measuring deviation from expected non-interaction effect. (1) Drug 1: CNC(=O)C1=CC=CC=C1SC2=CC3=C(C=C2)C(=NN3)C=CC4=CC=CC=N4. Drug 2: CC1=C(N=C(N=C1N)C(CC(=O)N)NCC(C(=O)N)N)C(=O)NC(C(C2=CN=CN2)OC3C(C(C(C(O3)CO)O)O)OC4C(C(C(C(O4)CO)O)OC(=O)N)O)C(=O)NC(C)C(C(C)C(=O)NC(C(C)O)C(=O)NCCC5=NC(=CS5)C6=NC(=CS6)C(=O)NCCC[S+](C)C)O. Cell line: SF-268. Synergy scores: CSS=7.18, Synergy_ZIP=-6.69, Synergy_Bliss=-10.1, Synergy_Loewe=-15.0, Synergy_HSA=-10.6. (2) Drug 1: C1CCN(CC1)CCOC2=CC=C(C=C2)C(=O)C3=C(SC4=C3C=CC(=C4)O)C5=CC=C(C=C5)O. Drug 2: CS(=O)(=O)C1=CC(=C(C=C1)C(=O)NC2=CC(=C(C=C2)Cl)C3=CC=CC=N3)Cl. Cell line: K-562. Synergy scores: CSS=28.4, Synergy_ZIP=1.37, Synergy_Bliss=1.30, Synergy_Loewe=0.393, Synergy_HSA=0.487.